Dataset: Catalyst prediction with 721,799 reactions and 888 catalyst types from USPTO. Task: Predict which catalyst facilitates the given reaction. (1) Reactant: [C:1]([C:3]1[CH:4]=[C:5]([S:23]([N:26](CC2C=CC(OC)=CC=2OC)[C:27]2[CH:32]=[CH:31][N:30]=[CH:29][N:28]=2)(=[O:25])=[O:24])[CH:6]=[CH:7][C:8]=1[O:9][C@H:10]1[CH2:16][CH2:15][CH2:14][CH2:13][CH2:12][C@@H:11]1[C:17]1[N:21]([CH3:22])[N:20]=[CH:19][CH:18]=1)#[N:2].C([SiH](CC)CC)C.FC(F)(F)C(O)=O. Product: [C:1]([C:3]1[CH:4]=[C:5]([S:23]([NH:26][C:27]2[CH:32]=[CH:31][N:30]=[CH:29][N:28]=2)(=[O:24])=[O:25])[CH:6]=[CH:7][C:8]=1[O:9][C@H:10]1[CH2:16][CH2:15][CH2:14][CH2:13][CH2:12][C@@H:11]1[C:17]1[N:21]([CH3:22])[N:20]=[CH:19][CH:18]=1)#[N:2]. The catalyst class is: 4. (2) Reactant: [OH:1][C@@H:2]([C@@H:4]([CH:18]=[CH2:19])[C:5]([N:7]1[C@H:11]([CH:12]([CH3:14])[CH3:13])[C:10]([CH3:16])([CH3:15])[O:9][C:8]1=[O:17])=[O:6])[CH3:3].N1C=CN=C1.[Si:25](Cl)([C:28]([CH3:31])([CH3:30])[CH3:29])([CH3:27])[CH3:26]. Product: [C:28]([Si:25]([CH3:27])([CH3:26])[O:1][C@@H:2]([C@@H:4]([CH:18]=[CH2:19])[C:5]([N:7]1[C@H:11]([CH:12]([CH3:13])[CH3:14])[C:10]([CH3:16])([CH3:15])[O:9][C:8]1=[O:17])=[O:6])[CH3:3])([CH3:31])([CH3:30])[CH3:29]. The catalyst class is: 9. (3) Reactant: [Cl:1][C:2]1[CH:7]=[C:6]([CH3:8])[CH:5]=[CH:4][C:3]=1[NH:9][C:10]([CH2:12][C@@H:13]([C:19]1[C:23]([CH:24]2[CH2:26][CH2:25]2)=[C:22]([C:27]2[S:31][C:30]([CH2:32][CH:33]([CH3:35])[CH3:34])=[N:29][CH:28]=2)[O:21][N:20]=1)[CH2:14][CH2:15][C:16]([OH:18])=[O:17])=[O:11].[OH-].[Na+:37]. Product: [Cl:1][C:2]1[CH:7]=[C:6]([CH3:8])[CH:5]=[CH:4][C:3]=1[NH:9][C:10]([CH2:12][C@@H:13]([C:19]1[C:23]([CH:24]2[CH2:25][CH2:26]2)=[C:22]([C:27]2[S:31][C:30]([CH2:32][CH:33]([CH3:35])[CH3:34])=[N:29][CH:28]=2)[O:21][N:20]=1)[CH2:14][CH2:15][C:16]([O-:18])=[O:17])=[O:11].[Na+:37]. The catalyst class is: 8. (4) Reactant: [CH2:1]([O:3][C:4](=[O:18])[C@H:5]([NH2:17])[CH2:6][CH:7]([C:10]([O:12][C:13]([CH3:16])([CH3:15])[CH3:14])=[O:11])[CH2:8][OH:9])[CH3:2].C(N(CC)CC)C.[CH3:26][S:27](Cl)(=[O:29])=[O:28].Cl. Product: [CH2:1]([O:3][C:4](=[O:18])[C@H:5]([NH2:17])[CH2:6][CH:7]([C:10]([O:12][C:13]([CH3:14])([CH3:16])[CH3:15])=[O:11])[CH2:8][O:9][S:27]([CH3:26])(=[O:29])=[O:28])[CH3:2]. The catalyst class is: 4. (5) Reactant: [Br:1][C:2]1[CH:10]=[CH:9][C:5]([C:6]([OH:8])=O)=[CH:4][C:3]=1[O:11][CH3:12].CCN(C(C)C)C(C)C.[CH3:22][N:23]1[CH2:28][CH2:27][NH:26][CH2:25][CH2:24]1.CN(C(ON1N=NC2C=CC=NC1=2)=[N+](C)C)C.F[P-](F)(F)(F)(F)F.C(=O)(O)[O-].[Na+]. Product: [Br:1][C:2]1[CH:10]=[CH:9][C:5]([C:6]([N:26]2[CH2:27][CH2:28][N:23]([CH3:22])[CH2:24][CH2:25]2)=[O:8])=[CH:4][C:3]=1[O:11][CH3:12]. The catalyst class is: 1. (6) Reactant: [CH3:1][C:2]1[N:3]([CH:18]([C:20](=[O:22])[CH3:21])[CH3:19])[C:4]2[C:9]([C:10]=1[C:11]([O:13][C:14]([CH3:17])([CH3:16])[CH3:15])=[O:12])=[CH:8][CH:7]=[CH:6][CH:5]=2.[BH4-].[Na+]. Product: [OH:22][CH:20]([CH3:21])[CH:18]([N:3]1[C:4]2[C:9](=[CH:8][CH:7]=[CH:6][CH:5]=2)[C:10]([C:11]([O:13][C:14]([CH3:17])([CH3:16])[CH3:15])=[O:12])=[C:2]1[CH3:1])[CH3:19]. The catalyst class is: 7.